Dataset: Catalyst prediction with 721,799 reactions and 888 catalyst types from USPTO. Task: Predict which catalyst facilitates the given reaction. (1) Reactant: C[Si]([N:5]=[C:6]=[O:7])(C)C.[CH:8]1([NH:11][C:12]([C:14]2[C:22]3[CH:21]=[C:20]([C:23]4[C:28]([Cl:29])=[CH:27][N:26]=[C:25]([NH:30][CH2:31][CH2:32][CH2:33][CH:34]5[CH2:39][CH2:38][NH:37][CH2:36][CH2:35]5)[N:24]=4)[S:19][C:18]=3[CH:17]=[CH:16][CH:15]=2)=[O:13])[CH2:10][CH2:9]1. Product: [Cl:29][C:28]1[C:23]([C:20]2[S:19][C:18]3[CH:17]=[CH:16][CH:15]=[C:14]([C:12](=[O:13])[NH:11][CH:8]4[CH2:9][CH2:10]4)[C:22]=3[CH:21]=2)=[N:24][C:25]([NH:30][CH2:31][CH2:32][CH2:33][CH:34]2[CH2:35][CH2:36][N:37]([C:6]([NH2:5])=[O:7])[CH2:38][CH2:39]2)=[N:26][CH:27]=1. The catalyst class is: 39. (2) Reactant: Br[CH2:2][C:3]([C:5]1[N:9]2[CH:10]=[CH:11][CH:12]=[CH:13][C:8]2=[N:7][CH:6]=1)=O.[CH3:14][O:15][C:16]1[CH:21]=[CH:20][C:19]([N+:22]([O-:24])=[O:23])=[CH:18][C:17]=1[NH:25][C:26]([NH2:28])=[S:27]. Product: [N:7]1[CH:6]=[C:5]([C:3]2[N:28]=[C:26]([NH:25][C:17]3[CH:18]=[C:19]([N+:22]([O-:24])=[O:23])[CH:20]=[CH:21][C:16]=3[O:15][CH3:14])[S:27][CH:2]=2)[N:9]2[CH:10]=[CH:11][CH:12]=[CH:13][C:8]=12. The catalyst class is: 8. (3) Reactant: [CH3:1][O:2][C:3]1[CH:4]=[CH:5][C:6]([N+:15]([O-:17])=[O:16])=[C:7]([CH:9]([OH:14])[C:10]([CH3:13])([CH3:12])[CH3:11])[CH:8]=1.[C@:18]12([CH3:30])[C:24]([CH3:26])([CH3:25])[CH:21]([CH2:22][CH2:23]1)[CH2:20][CH:19]2[C:27](Cl)=[O:28]. Product: [C@:18]12([CH3:30])[C:24]([CH3:25])([CH3:26])[CH:21]([CH2:22][CH2:23]1)[CH2:20][CH:19]2[C:27]([O:14][CH:9]([C:7]1[CH:8]=[C:3]([O:2][CH3:1])[CH:4]=[CH:5][C:6]=1[N+:15]([O-:17])=[O:16])[C:10]([CH3:13])([CH3:12])[CH3:11])=[O:28]. The catalyst class is: 79. (4) Reactant: C([Mg]Cl)(C)C.C(O[C:9]([C:11]1[C:12]([CH2:23][O:24][CH:25]2[CH2:30][CH2:29][CH2:28][CH2:27][O:26]2)=[N:13][O:14][C:15]=1[C:16]1[CH:21]=[CH:20][CH:19]=[CH:18][C:17]=1[Cl:22])=[O:10])C.Cl.[CH3:32][NH:33][O:34][CH3:35]. Product: [CH3:35][O:34][N:33]([CH3:32])[C:9]([C:11]1[C:12]([CH2:23][O:24][CH:25]2[CH2:30][CH2:29][CH2:28][CH2:27][O:26]2)=[N:13][O:14][C:15]=1[C:16]1[CH:21]=[CH:20][CH:19]=[CH:18][C:17]=1[Cl:22])=[O:10]. The catalyst class is: 1. (5) Reactant: [Cl:1][C:2]1[CH:7]=[CH:6][C:5]([N:8]2[C:16]([CH:17]([CH:20]3[CH2:25][CH2:24][CH2:23][CH2:22][CH2:21]3)[CH2:18][OH:19])=[C:15]3[C:10]([CH:11]=[CH:12][CH:13]=[CH:14]3)=[N:9]2)=[CH:4][CH:3]=1.[CH3:26][O:27][C:28]([C:30]1([O:33][C:34]2[CH:39]=[CH:38][C:37](O)=[CH:36][CH:35]=2)[CH2:32][CH2:31]1)=[O:29].C(P(CCCC)CCCC)CCC.CN(C)C(N=NC(N(C)C)=O)=O. Product: [CH3:26][O:27][C:28]([C:30]1([O:33][C:34]2[CH:39]=[CH:38][C:37]([O:19][CH2:18][CH:17]([C:16]3[N:8]([C:5]4[CH:6]=[CH:7][C:2]([Cl:1])=[CH:3][CH:4]=4)[N:9]=[C:10]4[C:15]=3[CH:14]=[CH:13][CH:12]=[CH:11]4)[CH:20]3[CH2:25][CH2:24][CH2:23][CH2:22][CH2:21]3)=[CH:36][CH:35]=2)[CH2:32][CH2:31]1)=[O:29]. The catalyst class is: 1.